This data is from Peptide-MHC class II binding affinity with 134,281 pairs from IEDB. The task is: Regression. Given a peptide amino acid sequence and an MHC pseudo amino acid sequence, predict their binding affinity value. This is MHC class II binding data. The peptide sequence is PRGGPGRSYAADAGY. The MHC is HLA-DPA10201-DPB10101 with pseudo-sequence HLA-DPA10201-DPB10101. The binding affinity (normalized) is 0.